Dataset: Full USPTO retrosynthesis dataset with 1.9M reactions from patents (1976-2016). Task: Predict the reactants needed to synthesize the given product. (1) Given the product [Cl:1][C:2]1[CH:3]=[C:4]([C:9]2[N:14]=[C:13]([CH2:15][CH:16]([CH3:18])[CH3:17])[N:12]=[C:11]([S:22][CH2:23][C:24]([NH2:26])=[O:25])[C:10]=2[C:20]#[N:21])[CH:5]=[CH:6][C:7]=1[Cl:8], predict the reactants needed to synthesize it. The reactants are: [Cl:1][C:2]1[CH:3]=[C:4]([C:9]2[N:14]=[C:13]([CH2:15][CH:16]([CH3:18])[CH3:17])[N:12]=[C:11](Cl)[C:10]=2[C:20]#[N:21])[CH:5]=[CH:6][C:7]=1[Cl:8].[SH:22][CH2:23][C:24]([NH2:26])=[O:25].C(N(C(C)C)CC)(C)C. (2) Given the product [CH2:21]([O:20][C:11]1[CH:12]=[C:13]2[C:8](=[CH:9][CH:10]=1)[N:7]([CH2:28][C:29]1[CH:30]=[CH:31][C:32]([CH3:35])=[CH:33][CH:34]=1)[C:6]1[CH2:5][O:4][C:1](=[O:3])[C:15](=[O:19])[C:14]2=1)[C:22]1[CH:23]=[CH:24][CH:25]=[CH:26][CH:27]=1, predict the reactants needed to synthesize it. The reactants are: [C:1]([O:4][CH2:5][C:6]1[N:7]([CH2:28][C:29]2[CH:34]=[CH:33][C:32]([CH3:35])=[CH:31][CH:30]=2)[C:8]2[C:13]([C:14]=1[C:15](=[O:19])C(O)=O)=[CH:12][C:11]([O:20][CH2:21][C:22]1[CH:27]=[CH:26][CH:25]=[CH:24][CH:23]=1)=[CH:10][CH:9]=2)(=[O:3])C.[OH-].[K+].Cl. (3) Given the product [F:16][C:17]([F:23])([F:22])[C:18]([NH:1][C@@H:2]1[CH2:7][CH2:6][C@H:5]([NH:8][C:9]([O:11][C:12]([CH3:15])([CH3:14])[CH3:13])=[O:10])[CH2:4][CH2:3]1)=[O:19], predict the reactants needed to synthesize it. The reactants are: [NH2:1][C@@H:2]1[CH2:7][CH2:6][C@H:5]([NH:8][C:9]([O:11][C:12]([CH3:15])([CH3:14])[CH3:13])=[O:10])[CH2:4][CH2:3]1.[F:16][C:17]([F:23])([F:22])[C:18](OC)=[O:19]. (4) The reactants are: [CH2:1]=[C:2]1[CH2:7][N:6](S(C2C=CC(C)=CC=2)(=O)=O)[CH2:5][C:4]2[CH:18]=[CH:19][S:20][C:3]1=2.CC([O-])(C)C.[K+]. Given the product [CH3:1][C:2]1[C:3]2[S:20][CH:19]=[CH:18][C:4]=2[CH:5]=[N:6][CH:7]=1, predict the reactants needed to synthesize it. (5) The reactants are: [Cl:1][C:2]1[CH:3]=[C:4]([NH:15][C:16]2[C:25]3[C:20](=[CH:21][C:22](F)=[C:23]([O:26][CH3:27])[CH:24]=3)[N:19]=[CH:18][C:17]=2[C:29]#[N:30])[CH:5]=[CH:6][C:7]=1[S:8][C:9]1[N:10]([CH3:14])[CH:11]=[CH:12][N:13]=1.[CH3:31][N:32]1[CH2:37][CH2:36][N:35]([CH:38]2[CH2:43][CH2:42][NH:41][CH2:40][CH2:39]2)[CH2:34][CH2:33]1. Given the product [Cl:1][C:2]1[CH:3]=[C:4]([NH:15][C:16]2[C:25]3[C:20](=[CH:21][C:22]([N:41]4[CH2:40][CH2:39][CH:38]([N:35]5[CH2:34][CH2:33][N:32]([CH3:31])[CH2:37][CH2:36]5)[CH2:43][CH2:42]4)=[C:23]([O:26][CH3:27])[CH:24]=3)[N:19]=[CH:18][C:17]=2[C:29]#[N:30])[CH:5]=[CH:6][C:7]=1[S:8][C:9]1[N:10]([CH3:14])[CH:11]=[CH:12][N:13]=1, predict the reactants needed to synthesize it.